Dataset: Full USPTO retrosynthesis dataset with 1.9M reactions from patents (1976-2016). Task: Predict the reactants needed to synthesize the given product. (1) Given the product [NH:43]1[C:42]2[CH2:46][CH2:47][CH:39]([NH:38][C:12](=[O:14])[CH:11]=[CH:10][C:7]3[CH:6]=[CH:5][C:4]([O:3][C:2]([F:1])([F:16])[F:15])=[CH:9][CH:8]=3)[CH2:40][C:41]=2[N:45]=[CH:44]1, predict the reactants needed to synthesize it. The reactants are: [F:1][C:2]([F:16])([F:15])[O:3][C:4]1[CH:9]=[CH:8][C:7]([CH:10]=[CH:11][C:12]([OH:14])=O)=[CH:6][CH:5]=1.C1C=NC2N(O)N=NC=2C=1.CC(C)N=C=NC(C)C.Cl.Cl.[NH2:38][CH:39]1[CH2:47][CH2:46][C:42]2[NH:43][CH:44]=[N:45][C:41]=2[CH2:40]1.C(N(CC)CC)C. (2) Given the product [NH:13]1[CH:17]=[CH:16][C:15]([C:18]2[CH:26]=[CH:25][CH:24]=[C:23]3[C:19]=2[C:20](=[O:28])[C:21](=[O:27])[NH:22]3)=[N:14]1.[O:27]=[C:21]1[C:20](=[N:36][NH:35][C:34]2[CH:33]=[CH:32][C:31]([S:37]([NH2:40])(=[O:38])=[O:39])=[CH:30][CH:29]=2)[C:19]2[C:23](=[CH:24][CH:25]=[CH:26][C:18]=2[C:15]2[CH:16]=[CH:17][NH:13][N:14]=2)[NH:22]1, predict the reactants needed to synthesize it. The reactants are: N1C=CC(C2C=C(C=CC=2)N)=N1.[NH:13]1[CH:17]=[CH:16][C:15]([C:18]2[CH:26]=[CH:25][CH:24]=[C:23]3[C:19]=2[C:20](=[O:28])[C:21](=[O:27])[NH:22]3)=[N:14]1.[CH:29]1[C:34]([NH:35][NH2:36])=[CH:33][CH:32]=[C:31]([S:37]([NH2:40])(=[O:39])=[O:38])[CH:30]=1.Cl. (3) Given the product [C:1]1([C:11]([OH:13])=[O:12])[C:10]2[CH2:9][CH2:8][CH2:7][CH2:6][C:5]=2[CH:4]=[CH:3][CH:2]=1, predict the reactants needed to synthesize it. The reactants are: [C:1]1([C:11]([OH:13])=[O:12])[C:10]2[C:5](=[CH:6][CH:7]=[CH:8][CH:9]=2)[CH:4]=[CH:3][CH:2]=1.[H][H]. (4) Given the product [CH3:33][C@H:34]([O:38][C:39]1[N:47]=[C:46]2[C:42]([N:43]=[C:44]([O:48][CH3:49])[N:45]2[CH2:52][CH2:53][CH:54]2[CH2:58][CH2:57][CH2:56][O:55]2)=[C:41]([NH2:50])[N:40]=1)[CH2:35][CH2:36][CH3:37], predict the reactants needed to synthesize it. The reactants are: C1(CCOC2N=C3C(N=C(OC)N3CCC3CCOC3)=C(N)N=2)CC1.FC(F)(F)C(O)=O.[CH3:33][C@H:34]([O:38][C:39]1[NH:40][C:41]([NH2:50])=[C:42]2[C:46]([N:47]=1)=[N:45][C:44]([O:48][CH3:49])=[N:43]2)[CH2:35][CH2:36][CH3:37].Br[CH2:52][CH2:53][CH:54]1[CH2:58][CH2:57][CH2:56][O:55]1.